Task: Predict which catalyst facilitates the given reaction.. Dataset: Catalyst prediction with 721,799 reactions and 888 catalyst types from USPTO (1) Reactant: [F:1][C:2]1[CH:30]=[CH:29][C:5]([CH2:6][C:7]2[NH:8][C:9]([C:12]3[C:21]([OH:22])=[C:20]4[C:15]([CH:16]=[CH:17][CH:18]=[N:19]4)=[C:14]([N:23]4[CH2:28][CH2:27]S[CH2:25][CH2:24]4)[N:13]=3)=[N:10][N:11]=2)=[CH:4][CH:3]=1.C(Cl)(Cl)Cl.O[O:36][S:37]([O-:39])=O.[K+]. Product: [O:36]=[S:37]1(=[O:39])[CH2:27][CH2:28][N:23]([C:14]2[N:13]=[C:12]([C:9]3[NH:8][C:7]([CH2:6][C:5]4[CH:4]=[CH:3][C:2]([F:1])=[CH:30][CH:29]=4)=[N:11][N:10]=3)[C:21]([OH:22])=[C:20]3[C:15]=2[CH:16]=[CH:17][CH:18]=[N:19]3)[CH2:24][CH2:25]1. The catalyst class is: 5. (2) Reactant: C(N(CC)CC)C.[CH3:8][N:9]([CH3:13])[C:10](Cl)=[O:11].[CH2:14]([N:16]([CH3:40])[C:17]([C:19]1[CH:23]=[C:22]([C:24]2[CH:29]=[CH:28][C:27]([CH2:30][NH2:31])=[CH:26][N:25]=2)[N:21]([C:32]2[CH:33]=[N:34][C:35]([O:38][CH3:39])=[CH:36][CH:37]=2)[N:20]=1)=[O:18])[CH3:15].O. Product: [CH2:14]([N:16]([CH3:40])[C:17]([C:19]1[CH:23]=[C:22]([C:24]2[CH:29]=[CH:28][C:27]([CH2:30][NH:31][C:10]([N:9]([CH3:13])[CH3:8])=[O:11])=[CH:26][N:25]=2)[N:21]([C:32]2[CH:33]=[N:34][C:35]([O:38][CH3:39])=[CH:36][CH:37]=2)[N:20]=1)=[O:18])[CH3:15]. The catalyst class is: 4.